This data is from Full USPTO retrosynthesis dataset with 1.9M reactions from patents (1976-2016). The task is: Predict the reactants needed to synthesize the given product. (1) Given the product [Cl:1][C:2]1[CH:3]=[C:4]([C:8]2[N:9]=[N:10][N:11]([CH2:21][C:15](=[CH2:14])[C:16]([O:18][CH2:19][CH3:20])=[O:17])[N:12]=2)[CH:5]=[CH:6][CH:7]=1, predict the reactants needed to synthesize it. The reactants are: [Cl:1][C:2]1[CH:3]=[C:4]([C:8]2[N:9]=[N:10][NH:11][N:12]=2)[CH:5]=[CH:6][CH:7]=1.Br[CH2:14][C:15](=[CH2:21])[C:16]([O:18][CH2:19][CH3:20])=[O:17]. (2) The reactants are: [CH2:1]([N:8]1[C@H:13]([CH3:14])[CH2:12][N:11]([C:15]([C:17]2[CH:22]=[C:21]([C:23]3[CH:28]=[CH:27][C:26]([OH:29])=[CH:25][CH:24]=3)[N:20]=[C:19]3[N:30]([CH:34]4[CH2:39][CH2:38][CH2:37][CH2:36][O:35]4)[N:31]=[C:32]([CH3:33])[C:18]=23)=O)[C@@H:10]([CH3:40])[CH2:9]1)[C:2]1[CH:7]=[CH:6][CH:5]=[CH:4][CH:3]=1.[H-].[Al+3].[Li+].[H-].[H-].[H-]. Given the product [CH2:1]([N:8]1[C@H:13]([CH3:14])[CH2:12][N:11]([CH2:15][C:17]2[CH:22]=[C:21]([C:23]3[CH:28]=[CH:27][C:26]([OH:29])=[CH:25][CH:24]=3)[N:20]=[C:19]3[N:30]([CH:34]4[CH2:39][CH2:38][CH2:37][CH2:36][O:35]4)[N:31]=[C:32]([CH3:33])[C:18]=23)[C@@H:10]([CH3:40])[CH2:9]1)[C:2]1[CH:7]=[CH:6][CH:5]=[CH:4][CH:3]=1, predict the reactants needed to synthesize it. (3) Given the product [CH2:1]([N:5]1[CH2:22][C:21]([F:23])([F:24])[O:20][C:7]2([CH2:8][CH2:9][NH:10][CH2:11][CH2:12]2)[CH2:6]1)[C:2]#[C:3][CH3:4], predict the reactants needed to synthesize it. The reactants are: [CH2:1]([N:5]1[CH2:22][C:21]([F:24])([F:23])[O:20][C:7]2([CH2:12][CH2:11][N:10](C(OC(C)(C)C)=O)[CH2:9][CH2:8]2)[CH2:6]1)[C:2]#[C:3][CH3:4].Cl.O1CCOCC1.C([O-])([O-])=O.[K+].[K+]. (4) Given the product [Cl:28][C:29]1[CH:34]=[CH:33][C:32]([Cl:35])=[CH:31][C:30]=1[S:36]([NH:8][C:5]1[CH:6]=[CH:7][C:2]([Cl:1])=[C:3]([C:9]2[O:10][C:11]3[CH:17]=[CH:16][C:15]([C:18]4[CH:23]=[CH:22][C:21]([O:24][CH:25]([CH3:27])[CH3:26])=[CH:20][CH:19]=4)=[CH:14][C:12]=3[N:13]=2)[CH:4]=1)(=[O:38])=[O:37], predict the reactants needed to synthesize it. The reactants are: [Cl:1][C:2]1[CH:7]=[CH:6][C:5]([NH2:8])=[CH:4][C:3]=1[C:9]1[O:10][C:11]2[CH:17]=[CH:16][C:15]([C:18]3[CH:23]=[CH:22][C:21]([O:24][CH:25]([CH3:27])[CH3:26])=[CH:20][CH:19]=3)=[CH:14][C:12]=2[N:13]=1.[Cl:28][C:29]1[CH:34]=[CH:33][C:32]([Cl:35])=[CH:31][C:30]=1[S:36](Cl)(=[O:38])=[O:37].